This data is from Forward reaction prediction with 1.9M reactions from USPTO patents (1976-2016). The task is: Predict the product of the given reaction. Given the reactants [CH:1]1([C:4]2[CH:5]=[C:6](B3OC(C)(C)C(C)(C)O3)[CH:7]=[CH:8][CH:9]=2)[CH2:3][CH2:2]1.[Cl:19][C:20]1[CH:21]=[C:22]([CH2:26][N:27]2[CH:31]=[CH:30][N:29]=[C:28]2[CH3:32])[N:23]=[N:24][CH:25]=1, predict the reaction product. The product is: [ClH:19].[CH:1]1([C:4]2[CH:5]=[C:6]([C:20]3[CH:21]=[C:22]([CH2:26][N:27]4[CH:31]=[CH:30][N:29]=[C:28]4[CH3:32])[N:23]=[N:24][CH:25]=3)[CH:7]=[CH:8][CH:9]=2)[CH2:2][CH2:3]1.